The task is: Predict the product of the given reaction.. This data is from Forward reaction prediction with 1.9M reactions from USPTO patents (1976-2016). (1) The product is: [CH:27]1([NH:26][C:24](=[O:25])[C:23]2[CH:30]=[CH:31][C:20]([B:9]3[O:10][C:11]([CH3:16])([CH3:17])[C:12]([CH3:14])([CH3:15])[O:13]3)=[CH:21][CH:22]=2)[CH2:28][CH2:29]1. Given the reactants [CH3:16][C:11]1([CH3:17])[C:12]([CH3:15])([CH3:14])[O:13][B:9]([B:9]2[O:13][C:12]([CH3:15])([CH3:14])[C:11]([CH3:17])([CH3:16])[O:10]2)[O:10]1.Br[C:20]1[CH:31]=[CH:30][C:23]([C:24]([NH:26][CH:27]2[CH2:29][CH2:28]2)=[O:25])=[CH:22][CH:21]=1.C([O-])(=O)C.[K+], predict the reaction product. (2) The product is: [CH3:13][CH:12]1[CH2:11][NH:10][CH2:9][CH2:8][C:7]2[N:20]=[C:3]([OH:2])[CH:4]=[CH:5][C:6]1=2. Given the reactants C[O:2][C:3]1[CH:4]=[CH:5][C:6]2[CH:12]([CH3:13])[CH2:11][N:10](C(=O)C(F)(F)F)[CH2:9][CH2:8][C:7]=2[N:20]=1, predict the reaction product.